From a dataset of Forward reaction prediction with 1.9M reactions from USPTO patents (1976-2016). Predict the product of the given reaction. Given the reactants C(OC(=O)C(CS(N1CCN(C2C=CC(Br)=CC=2)CC1)(=O)=O)C(C)C)(C)(C)C.[N:29]1[CH:34]=[CH:33][CH:32]=[C:31]([C:35]2[CH:40]=[CH:39][C:38]([N:41]3[CH2:46][CH2:45][NH:44][CH2:43][CH2:42]3)=[CH:37][CH:36]=2)[CH:30]=1.[CH3:47][O:48][C:49]([C:51]1([CH2:57][S:58](Cl)(=[O:60])=[O:59])[CH2:56][CH2:55][O:54][CH2:53][CH2:52]1)=[O:50], predict the reaction product. The product is: [CH3:47][O:48][C:49]([C:51]1([CH2:57][S:58]([N:44]2[CH2:45][CH2:46][N:41]([C:38]3[CH:37]=[CH:36][C:35]([C:31]4[CH:30]=[N:29][CH:34]=[CH:33][CH:32]=4)=[CH:40][CH:39]=3)[CH2:42][CH2:43]2)(=[O:60])=[O:59])[CH2:56][CH2:55][O:54][CH2:53][CH2:52]1)=[O:50].